From a dataset of Full USPTO retrosynthesis dataset with 1.9M reactions from patents (1976-2016). Predict the reactants needed to synthesize the given product. (1) Given the product [N+:23]([C:26]1[CH:27]=[CH:28][N:29]([CH2:11][C:8]2[O:9][CH:10]=[C:6]([C:3](=[O:5])[CH3:4])[N:7]=2)[N:30]=1)([O-:25])=[O:24], predict the reactants needed to synthesize it. The reactants are: N#N.[C:3]([C:6]1[N:7]=[C:8]([CH2:11]OS(C)(=O)=O)[O:9][CH:10]=1)(=[O:5])[CH3:4].C([O-])([O-])=O.[K+].[K+].[N+:23]([C:26]1[NH:30][N:29]=[CH:28][CH:27]=1)([O-:25])=[O:24].[Br-]. (2) The reactants are: [Cl:1][C:2]1[CH:3]=[C:4]([S:9][C:10]2[C:11]([C:23](O)=[O:24])=[N:12][C:13]([S:16][C:17]3[N:21]([CH3:22])[CH:20]=[N:19][N:18]=3)=[CH:14][CH:15]=2)[CH:5]=[CH:6][C:7]=1[Cl:8].[NH2:26][C:27]1[S:28][C:29]([S:32][CH2:33][C:34]([O:36][CH2:37][CH3:38])=[O:35])=[CH:30][N:31]=1. Given the product [Cl:1][C:2]1[CH:3]=[C:4]([S:9][C:10]2[C:11]([C:23]([NH:26][C:27]3[S:28][C:29]([S:32][CH2:33][C:34]([O:36][CH2:37][CH3:38])=[O:35])=[CH:30][N:31]=3)=[O:24])=[N:12][C:13]([S:16][C:17]3[N:21]([CH3:22])[CH:20]=[N:19][N:18]=3)=[CH:14][CH:15]=2)[CH:5]=[CH:6][C:7]=1[Cl:8], predict the reactants needed to synthesize it.